Dataset: Full USPTO retrosynthesis dataset with 1.9M reactions from patents (1976-2016). Task: Predict the reactants needed to synthesize the given product. (1) Given the product [C:1]([N:4]1[CH:9]([CH3:10])[CH2:8][N:7]([C:11]2[CH:16]=[C:15]([N:17]3[CH:21]=[N:20][C:19]([NH:22][C:23]4[CH:31]=[CH:30][C:26]([NH:35][C:62](=[O:63])[N:60]([CH3:61])[CH3:59])=[CH:25][CH:24]=4)=[N:18]3)[CH:14]=[CH:13][N:12]=2)[CH2:6][CH:5]1[CH3:32])(=[O:3])[CH3:2], predict the reactants needed to synthesize it. The reactants are: [C:1]([N:4]1[CH:9]([CH3:10])[CH2:8][N:7]([C:11]2[CH:16]=[C:15]([N:17]3[CH:21]=[N:20][C:19]([NH:22][C:23]4[CH:31]=[CH:30][C:26](C(O)=O)=[CH:25][CH:24]=4)=[N:18]3)[CH:14]=[CH:13][N:12]=2)[CH2:6][CH:5]1[CH3:32])(=[O:3])[CH3:2].CC[N:35](C(C)C)C(C)C.C1C=CC(P(N=[N+]=[N-])(C2C=CC=CC=2)=O)=CC=1.[CH3:59][N:60]([CH:62]=[O:63])[CH3:61]. (2) Given the product [C:13]([O:17][C:18](=[O:44])[N:19]([CH:21]([C:23](=[O:43])[NH:24][C:25]1[CH:30]=[C:29]([C:31]2[C:40]([CH3:41])=[CH:39][CH:38]=[C:37]3[C:32]=2[CH:33]=[CH:34][CH:35]=[N:36]3)[CH:28]=[C:27]([NH:42][C:10]([C:7]2[N:6]=[CH:5][C:4]3[CH2:3][O:2][CH2:1][C:9]=3[CH:8]=2)=[O:11])[N:26]=1)[CH3:22])[CH3:20])([CH3:14])([CH3:15])[CH3:16], predict the reactants needed to synthesize it. The reactants are: [CH2:1]1[C:9]2[CH:8]=[C:7]([C:10](Cl)=[O:11])[N:6]=[CH:5][C:4]=2[CH2:3][O:2]1.[C:13]([O:17][C:18](=[O:44])[N:19]([CH:21]([C:23](=[O:43])[NH:24][C:25]1[CH:30]=[C:29]([C:31]2[C:40]([CH3:41])=[CH:39][CH:38]=[C:37]3[C:32]=2[CH:33]=[CH:34][CH:35]=[N:36]3)[CH:28]=[C:27]([NH2:42])[N:26]=1)[CH3:22])[CH3:20])([CH3:16])([CH3:15])[CH3:14].CCN(C(C)C)C(C)C.